From a dataset of Full USPTO retrosynthesis dataset with 1.9M reactions from patents (1976-2016). Predict the reactants needed to synthesize the given product. Given the product [Br:1][C:25]1[CH:26]=[C:17]([C:14]2[CH:13]=[CH:12][C:11]([C:10]([F:9])([F:28])[F:29])=[CH:16][CH:15]=2)[CH:18]=[C:19]2[C:24]=1[NH:23][C:22](=[O:27])[CH2:21][CH2:20]2, predict the reactants needed to synthesize it. The reactants are: [Br:1]N1C(=O)CCC1=O.[F:9][C:10]([F:29])([F:28])[C:11]1[CH:16]=[CH:15][C:14]([C:17]2[CH:18]=[C:19]3[C:24](=[CH:25][CH:26]=2)[NH:23][C:22](=[O:27])[CH2:21][CH2:20]3)=[CH:13][CH:12]=1.